This data is from Full USPTO retrosynthesis dataset with 1.9M reactions from patents (1976-2016). The task is: Predict the reactants needed to synthesize the given product. (1) Given the product [F:1][C:2]1[C:9]([OH:10])=[C:8]([F:12])[CH:7]=[CH:6][C:3]=1[C:4]#[N:5], predict the reactants needed to synthesize it. The reactants are: [F:1][C:2]1[C:9]([O:10]C)=[C:8]([F:12])[CH:7]=[CH:6][C:3]=1[C:4]#[N:5].B(Br)(Br)Br.O. (2) The reactants are: Br[C:2]1[CH:7]=[CH:6][C:5]([O:8][CH3:9])=[CH:4][CH:3]=1.[OH:10][C:11]1[CH:12]=[C:13](B(O)O)[CH:14]=[CH:15][CH:16]=1.C(=O)([O-])[O-].[K+].[K+].CC(C)=O. Given the product [CH3:9][O:8][C:5]1[CH:6]=[CH:7][C:2]([C:15]2[CH:14]=[CH:13][CH:12]=[C:11]([OH:10])[CH:16]=2)=[CH:3][CH:4]=1, predict the reactants needed to synthesize it. (3) Given the product [CH:1]1([NH:5][CH2:21][C:10]2[CH:9]=[CH:8][C:7]([F:6])=[C:12]([C:13]3[CH:18]=[CH:17][CH:16]=[C:15]([CH2:19][OH:20])[CH:14]=3)[CH:11]=2)[CH2:4][CH2:3][CH2:2]1, predict the reactants needed to synthesize it. The reactants are: [CH:1]1([NH2:5])[CH2:4][CH2:3][CH2:2]1.[F:6][C:7]1[C:12]([C:13]2[CH:18]=[CH:17][CH:16]=[C:15]([CH2:19][OH:20])[CH:14]=2)=[CH:11][C:10]([CH:21]=O)=[CH:9][CH:8]=1.C(O[BH-](OC(=O)C)OC(=O)C)(=O)C.[Na+]. (4) Given the product [Cl:1][C:2]1[CH:11]=[CH:10][C:9]2[C:8]([C:12]([NH:17][CH2:20][C:21]3([OH:25])[CH2:22][CH2:6][CH2:5][CH2:4][CH2:9][CH2:8]3)=[O:14])=[C:7]([Cl:15])[CH:6]=[CH:5][C:4]=2[N:3]=1, predict the reactants needed to synthesize it. The reactants are: [Cl:1][C:2]1[CH:11]=[CH:10][C:9]2[C:8]([C:12]([OH:14])=O)=[C:7]([Cl:15])[CH:6]=[CH:5][C:4]=2[N:3]=1.C[N:17]([CH3:20])C=O.[C:21](Cl)(=[O:25])[C:22](Cl)=O. (5) Given the product [Br:1][CH2:2][C:3]1[CH:8]=[CH:7][C:6]([S:9]([N:27]([CH2:26][C:25]2[CH:24]=[CH:23][C:22]([O:21][CH3:20])=[CH:38][CH:37]=2)[CH2:28][C:29]2[CH:30]=[CH:31][C:32]([O:35][CH3:36])=[CH:33][CH:34]=2)(=[O:11])=[O:10])=[CH:5][CH:4]=1, predict the reactants needed to synthesize it. The reactants are: [Br:1][CH2:2][C:3]1[CH:8]=[CH:7][C:6]([S:9](Cl)(=[O:11])=[O:10])=[CH:5][CH:4]=1.CCN(CC)CC.[CH3:20][O:21][C:22]1[CH:38]=[CH:37][C:25]([CH2:26][NH:27][CH2:28][C:29]2[CH:34]=[CH:33][C:32]([O:35][CH3:36])=[CH:31][CH:30]=2)=[CH:24][CH:23]=1. (6) The reactants are: [CH3:1][C:2]1[CH:10]=[CH:9][C:8]2[NH:7][C:6]3[CH:11]4[CH2:17][CH2:16][N:14]([CH2:15][C:5]=3[C:4]=2[CH:3]=1)[CH2:13][CH2:12]4.[F:18][C:19]([F:29])([F:28])[C:20]1[CH:25]=[CH:24][CH:23]=[C:22]([CH:26]=[CH2:27])[CH:21]=1. Given the product [CH3:1][C:2]1[CH:10]=[CH:9][C:8]2[N:7]([CH2:27][CH2:26][C:22]3[CH:23]=[CH:24][CH:25]=[C:20]([C:19]([F:18])([F:28])[F:29])[CH:21]=3)[C:6]3[CH:11]4[CH2:12][CH2:13][N:14]([CH2:15][C:5]=3[C:4]=2[CH:3]=1)[CH2:16][CH2:17]4, predict the reactants needed to synthesize it. (7) Given the product [CH3:5][O:4][CH2:3][CH2:2][O:16][C:8]1[CH:9]=[CH:10][CH:11]=[C:12]([NH2:13])[C:7]=1[NH2:6], predict the reactants needed to synthesize it. The reactants are: Br[CH2:2][CH2:3][O:4][CH3:5].[NH2:6][C:7]1[C:12]([N+:13]([O-])=O)=[CH:11][CH:10]=[CH:9][C:8]=1[OH:16].C(OC1C=CC=C(N)C=1N)(C)C.